This data is from Catalyst prediction with 721,799 reactions and 888 catalyst types from USPTO. The task is: Predict which catalyst facilitates the given reaction. (1) Product: [CH3:25][S:26]([OH:29])(=[O:28])=[O:27].[CH2:8]1[C@@H:7]([C:6]2[CH:1]=[CH:2][CH:3]=[CH:4][CH:5]=2)[C@H:12]([CH2:13][O:14][C:15]2[CH:16]=[CH:17][C:18]3[O:23][CH2:22][O:21][C:19]=3[CH:20]=2)[CH2:11][NH:10][CH2:9]1. The catalyst class is: 41. Reactant: [CH:1]1[C:6]([C@H:7]2[C@H:12]([CH2:13][O:14][C:15]3[CH:16]=[CH:17][C:18]4[O:23][CH2:22][O:21][C:19]=4[CH:20]=3)[CH2:11][NH:10][CH2:9][CH2:8]2)=[CH:5][CH:4]=[C:3](F)[CH:2]=1.[CH3:25][S:26]([OH:29])(=[O:28])=[O:27].CCCCCC. (2) Reactant: [C:1]([O:5][C:6]([NH:8][C@@:9]1([C:23]([O:25][C:26]([CH3:29])([CH3:28])[CH3:27])=[O:24])[CH2:14][C:13](=[O:15])[C@@H:12]2[C@H:10]1[C@H:11]2[C:16]([O:18][C:19]([CH3:22])([CH3:21])[CH3:20])=[O:17])=[O:7])([CH3:4])([CH3:3])[CH3:2].C(O[CH:35](N(C)C)[N:36]([CH3:38])[CH3:37])(C)(C)C.C(OCC)C.CCCCCC. Product: [C:1]([O:5][C:6]([NH:8][C@@:9]1([C:23]([O:25][C:26]([CH3:29])([CH3:28])[CH3:27])=[O:24])[C:14](=[CH:35][N:36]([CH3:38])[CH3:37])[C:13](=[O:15])[C@@H:12]2[C@H:10]1[C@H:11]2[C:16]([O:18][C:19]([CH3:20])([CH3:22])[CH3:21])=[O:17])=[O:7])([CH3:4])([CH3:2])[CH3:3]. The catalyst class is: 11. (3) The catalyst class is: 8. Reactant: C([O:4][CH2:5][CH2:6][CH2:7][CH2:8][CH2:9][CH2:10][CH2:11][CH2:12][S:13][C:14]1[CH:19]=[CH:18][NH:17][C:16](=[S:20])[C:15]=1[CH3:21])(=O)C.Cl[CH2:23][C:24]1[NH:25][C:26]2[CH:32]=[CH:31][CH:30]=[CH:29][C:27]=2[N:28]=1.[OH-].[Na+]. Product: [OH:4][CH2:5][CH2:6][CH2:7][CH2:8][CH2:9][CH2:10][CH2:11][CH2:12][S:13][C:14]1[CH:19]=[CH:18][N:17]=[C:16]([S:20][CH2:23][C:24]2[NH:28][C:27]3[CH:29]=[CH:30][CH:31]=[CH:32][C:26]=3[N:25]=2)[C:15]=1[CH3:21]. (4) Reactant: N([O-])=O.[Na+].[NH2:5][C:6]1[CH:18]=[CH:17][C:9]([CH2:10][C@H:11]2[CH2:15][O:14][C:13](=[O:16])[NH:12]2)=[CH:8][CH:7]=1.Cl.S([O-])([O-])=O.[Na+].[Na+].C(O[CH:29](OCC)[CH2:30][CH2:31][CH2:32][N:33]([CH3:35])[CH3:34])C.[OH-].[Na+]. Product: [CH3:34][N:33]([CH3:35])[CH2:32][CH2:31][C:30]1[C:18]2[C:6](=[CH:7][CH:8]=[C:9]([CH2:10][C@H:11]3[CH2:15][O:14][C:13](=[O:16])[NH:12]3)[CH:17]=2)[NH:5][CH:29]=1. The catalyst class is: 6. (5) Reactant: [CH3:1][O-:2].[Na+].[OH:4][C:5]1[CH:10]=[CH:9][C:8]([C:11]2[CH:19]=[CH:18][C:14]([C:15]([OH:17])=O)=[CH:13][CH:12]=2)=[CH:7][CH:6]=1. Product: [CH2:1]([O:2][C:15](=[O:17])[C:14]1[CH:13]=[CH:12][C:11]([C:8]2[CH:7]=[CH:6][C:5]([OH:4])=[CH:10][CH:9]=2)=[CH:19][CH:18]=1)[C:5]1[CH:10]=[CH:9][CH:8]=[CH:7][CH:6]=1. The catalyst class is: 5.